This data is from Forward reaction prediction with 1.9M reactions from USPTO patents (1976-2016). The task is: Predict the product of the given reaction. Given the reactants Br[C:2]1[N:6]([CH3:7])[C:5]([CH3:8])=[N:4][C:3]=1[C:9]#[N:10].C1(P(C2C=CC=CC=2)C2C=CC=CC=2)C=CC=CC=1.Cl.[NH2:31][C:32]1[CH:37]=[CH:36][N:35]=[CH:34][C:33]=1B(O)O.C(=O)([O-])[O-].[Na+].[Na+], predict the reaction product. The product is: [CH3:7][N:6]1[C:2]2[C:37]3[CH:36]=[N:35][CH:34]=[CH:33][C:32]=3[N:31]=[C:9]([NH2:10])[C:3]=2[N:4]=[C:5]1[CH3:8].